From a dataset of Forward reaction prediction with 1.9M reactions from USPTO patents (1976-2016). Predict the product of the given reaction. (1) Given the reactants Cl[C:2]1[CH:7]=[CH:6][N:5]=[C:4]2[CH:8]=[C:9]([C:11]3[N:15]([CH3:16])[C:14]([C:17]([N:19]4[CH2:28][CH2:27][C:26]5[C:21](=[CH:22][CH:23]=[CH:24][CH:25]=5)[CH2:20]4)=[O:18])=[N:13][CH:12]=3)[S:10][C:3]=12.[CH3:29][C:30]1[NH:31][C:32]2[C:37]([CH:38]=1)=[CH:36][C:35]([NH2:39])=[CH:34][CH:33]=2, predict the reaction product. The product is: [CH2:20]1[C:21]2[C:26](=[CH:25][CH:24]=[CH:23][CH:22]=2)[CH2:27][CH2:28][N:19]1[C:17]([C:14]1[N:15]([CH3:16])[C:11]([C:9]2[S:10][C:3]3[C:4](=[N:5][CH:6]=[CH:7][C:2]=3[NH:39][C:35]3[CH:36]=[C:37]4[C:32](=[CH:33][CH:34]=3)[NH:31][C:30]([CH3:29])=[CH:38]4)[CH:8]=2)=[CH:12][N:13]=1)=[O:18]. (2) Given the reactants Cl[CH2:2][CH2:3][CH2:4]/[C:5](/[CH3:21])=[CH:6]/[CH2:7][C:8]1[C:13]([CH3:14])=[C:12]([O:15][CH3:16])[C:11]([CH3:17])=[C:10]([CH3:18])[C:9]=1[O:19][CH3:20].[Na+].[I-:23].CC(C)=O, predict the reaction product. The product is: [I:23][CH2:2][CH2:3][CH2:4]/[C:5](/[CH3:21])=[CH:6]/[CH2:7][C:8]1[C:13]([CH3:14])=[C:12]([O:15][CH3:16])[C:11]([CH3:17])=[C:10]([CH3:18])[C:9]=1[O:19][CH3:20].